Dataset: Peptide-MHC class II binding affinity with 134,281 pairs from IEDB. Task: Regression. Given a peptide amino acid sequence and an MHC pseudo amino acid sequence, predict their binding affinity value. This is MHC class II binding data. (1) The peptide sequence is VCGMFTNRSGSQQ. The MHC is DRB1_0901 with pseudo-sequence DRB1_0901. The binding affinity (normalized) is 0.193. (2) The peptide sequence is MRCVGVGNRDFVEGL. The MHC is DRB1_1501 with pseudo-sequence DRB1_1501. The binding affinity (normalized) is 0.199. (3) The peptide sequence is AFKVAATAHNAAPAN. The MHC is DRB1_0802 with pseudo-sequence DRB1_0802. The binding affinity (normalized) is 0.855. (4) The binding affinity (normalized) is 0.863. The peptide sequence is KEPIVGAETFYVDGA. The MHC is DRB1_1001 with pseudo-sequence DRB1_1001. (5) The peptide sequence is IVPSHISSLIDMGQG. The MHC is DRB1_0101 with pseudo-sequence DRB1_0101. The binding affinity (normalized) is 0.169.